This data is from Reaction yield outcomes from USPTO patents with 853,638 reactions. The task is: Predict the reaction yield, written as a fraction of the theoretical maximum amount of product (1.0 means a 100% yield; for example, 0.34 means a 34% yield). (1) The reactants are [CH2:1]1[CH2:6][C@H:5]([C:7]([OH:9])=[O:8])[CH2:4][CH2:3][C@H:2]1[CH2:10][NH2:11].[C:12]([O:17][CH:18]([O:21][C:22](ON1C(=O)CCC1=O)=[O:23])[CH2:19][CH3:20])(=[O:16])[CH2:13][CH2:14][CH3:15]. The catalyst is CC(OC)(C)C.CC(C)=O.O. The product is [C:12]([O:17][CH:18]([O:21][C:22]([NH:11][CH2:10][C@H:2]1[CH2:3][CH2:4][C@H:5]([C:7]([OH:9])=[O:8])[CH2:6][CH2:1]1)=[O:23])[CH2:19][CH3:20])(=[O:16])[CH2:13][CH2:14][CH3:15]. The yield is 0.620. (2) The reactants are [CH:1]1[C:10]2[C:5](=[CH:6][CH:7]=[CH:8][CH:9]=2)[CH:4]=[CH:3][C:2]=1[C:11](Cl)=[O:12].CO.[NH3:16]. No catalyst specified. The product is [CH:1]1[C:10]2[C:5](=[CH:6][CH:7]=[CH:8][CH:9]=2)[CH:4]=[CH:3][C:2]=1[C:11]([NH2:16])=[O:12]. The yield is 1.00. (3) The reactants are CO[C:3]([C:5]1[CH:10]=[CH:9][C:8](B(O)O)=[CH:7][CH:6]=1)=O.[NH2:14][C:15]1[CH2:16][C:17]([C:27]([N:29]([CH2:33][CH2:34][CH3:35])[CH2:30][CH2:31][CH3:32])=[O:28])=[CH:18][C:19]2[CH:25]=[CH:24]C(Br)=[CH:22][C:20]=2[N:21]=1.C(=O)([O-])[O-:37].[K+].[K+].[CH3:42][CH2:43][O:44][C:45]([CH3:47])=[O:46]. The catalyst is C(#N)C.C1C=CC([P]([Pd]([P](C2C=CC=CC=2)(C2C=CC=CC=2)C2C=CC=CC=2)([P](C2C=CC=CC=2)(C2C=CC=CC=2)C2C=CC=CC=2)[P](C2C=CC=CC=2)(C2C=CC=CC=2)C2C=CC=CC=2)(C2C=CC=CC=2)C2C=CC=CC=2)=CC=1. The product is [NH2:14][C:15]1[CH2:16][C:17]([C:27](=[O:28])[N:29]([CH2:30][CH2:31][CH3:32])[CH2:33][CH2:34][CH3:35])=[CH:18][C:19]2[CH:25]=[CH:24][C:3]([C:5]3[CH:6]=[CH:7][C:8]([O:37][CH2:47][C:45]([O:44][CH2:43][CH3:42])=[O:46])=[CH:9][CH:10]=3)=[CH:22][C:20]=2[N:21]=1. The yield is 0.210.